Dataset: Peptide-MHC class I binding affinity with 185,985 pairs from IEDB/IMGT. Task: Regression. Given a peptide amino acid sequence and an MHC pseudo amino acid sequence, predict their binding affinity value. This is MHC class I binding data. (1) The peptide sequence is LLLQDSECKA. The binding affinity (normalized) is 0.211. The MHC is HLA-A02:01 with pseudo-sequence HLA-A02:01. (2) The peptide sequence is YLCFLAFLL. The MHC is HLA-A02:06 with pseudo-sequence HLA-A02:06. The binding affinity (normalized) is 0.883. (3) The peptide sequence is SVVQKPVDVK. The MHC is HLA-A68:01 with pseudo-sequence HLA-A68:01. The binding affinity (normalized) is 0.376. (4) The peptide sequence is SWPDGAELPF. The MHC is HLA-A24:02 with pseudo-sequence HLA-A24:02. The binding affinity (normalized) is 0.385. (5) The peptide sequence is RLEDVFAGK. The MHC is HLA-B07:02 with pseudo-sequence HLA-B07:02. The binding affinity (normalized) is 0.0847. (6) The peptide sequence is VTRREVHIY. The MHC is HLA-A24:02 with pseudo-sequence HLA-A24:02. The binding affinity (normalized) is 0. (7) The peptide sequence is ITWYSKNFW. The MHC is Mamu-A02 with pseudo-sequence Mamu-A02. The binding affinity (normalized) is 0.842.